This data is from NCI-60 drug combinations with 297,098 pairs across 59 cell lines. The task is: Regression. Given two drug SMILES strings and cell line genomic features, predict the synergy score measuring deviation from expected non-interaction effect. Drug 2: CC1CCCC2(C(O2)CC(NC(=O)CC(C(C(=O)C(C1O)C)(C)C)O)C(=CC3=CSC(=N3)C)C)C. Cell line: HS 578T. Synergy scores: CSS=48.8, Synergy_ZIP=1.93, Synergy_Bliss=-1.26, Synergy_Loewe=-27.9, Synergy_HSA=-3.35. Drug 1: C1C(C(OC1N2C=NC3=C2NC=NCC3O)CO)O.